This data is from NCI-60 drug combinations with 297,098 pairs across 59 cell lines. The task is: Regression. Given two drug SMILES strings and cell line genomic features, predict the synergy score measuring deviation from expected non-interaction effect. (1) Drug 1: CN(C)N=NC1=C(NC=N1)C(=O)N. Drug 2: C1=CC(=CC=C1CC(C(=O)O)N)N(CCCl)CCCl.Cl. Cell line: TK-10. Synergy scores: CSS=12.6, Synergy_ZIP=4.52, Synergy_Bliss=11.6, Synergy_Loewe=7.44, Synergy_HSA=7.93. (2) Drug 1: C1CN1C2=NC(=NC(=N2)N3CC3)N4CC4. Drug 2: COC1=CC(=CC(=C1O)OC)C2C3C(COC3=O)C(C4=CC5=C(C=C24)OCO5)OC6C(C(C7C(O6)COC(O7)C8=CC=CS8)O)O. Cell line: UO-31. Synergy scores: CSS=24.8, Synergy_ZIP=-12.6, Synergy_Bliss=-2.23, Synergy_Loewe=-0.490, Synergy_HSA=1.82. (3) Drug 1: CN1CCC(CC1)COC2=C(C=C3C(=C2)N=CN=C3NC4=C(C=C(C=C4)Br)F)OC. Drug 2: CCC(=C(C1=CC=CC=C1)C2=CC=C(C=C2)OCCN(C)C)C3=CC=CC=C3.C(C(=O)O)C(CC(=O)O)(C(=O)O)O. Cell line: SN12C. Synergy scores: CSS=15.2, Synergy_ZIP=-4.31, Synergy_Bliss=1.01, Synergy_Loewe=1.01, Synergy_HSA=1.56.